Dataset: CYP3A4 inhibition data for predicting drug metabolism from PubChem BioAssay. Task: Regression/Classification. Given a drug SMILES string, predict its absorption, distribution, metabolism, or excretion properties. Task type varies by dataset: regression for continuous measurements (e.g., permeability, clearance, half-life) or binary classification for categorical outcomes (e.g., BBB penetration, CYP inhibition). Dataset: cyp3a4_veith. (1) The molecule is CCOC(=O)C1=C[C@@]2(CC)CCCN3CCc4c(n1c1ccccc41)[C@H]32. The result is 1 (inhibitor). (2) The drug is CCn1c(C)c(/C=N/Nc2nc3ccccc3s2)c2ccccc21. The result is 1 (inhibitor). (3) The molecule is CN1CCCC1CCNC1C2CC3CC(C2)CC1C3. The result is 0 (non-inhibitor). (4) The compound is O=C1CN=C(c2cccs2)c2c(sc3c2CCCC3)N1. The result is 1 (inhibitor).